From a dataset of Full USPTO retrosynthesis dataset with 1.9M reactions from patents (1976-2016). Predict the reactants needed to synthesize the given product. (1) Given the product [Cl:1][C:2]1[C:3]([F:31])=[C:4]([C@@H:8]2[C@:12]([C:15]3[CH:20]=[CH:19][C:18]([Cl:21])=[CH:17][C:16]=3[F:22])([C:13]#[N:14])[C@H:11]([CH2:23][C:24]([CH3:25])([CH3:26])[CH3:27])[NH:10][C@H:9]2[C:28]([NH:41][C:42]2[CH:51]=[CH:50][C:45]([C:46]([O:48][CH3:49])=[O:47])=[C:44]([O:52][CH2:53][CH3:54])[CH:43]=2)=[O:30])[CH:5]=[CH:6][CH:7]=1, predict the reactants needed to synthesize it. The reactants are: [Cl:1][C:2]1[C:3]([F:31])=[C:4]([CH:8]2[C:12]([C:15]3[CH:20]=[CH:19][C:18]([Cl:21])=[CH:17][C:16]=3[F:22])([C:13]#[N:14])[CH:11]([CH2:23][C:24]([CH3:27])([CH3:26])[CH3:25])[NH:10][CH:9]2[C:28]([OH:30])=O)[CH:5]=[CH:6][CH:7]=1.CCN(C(C)C)C(C)C.[NH2:41][C:42]1[CH:51]=[CH:50][C:45]([C:46]([O:48][CH3:49])=[O:47])=[C:44]([O:52][CH2:53][CH3:54])[CH:43]=1.CN(C(ON1N=NC2C=CC=NC1=2)=[N+](C)C)C.F[P-](F)(F)(F)(F)F. (2) Given the product [Cl:1][C:2]1[CH:7]=[C:6]([CH:5]=[CH:4][C:3]=1[CH:9]([CH3:24])[C:10]([OH:15])([C:16]1[CH:17]=[CH:18][C:19](=[O:23])[N:20]([CH3:22])[CH:21]=1)[C:11]([F:13])([F:14])[F:12])[O:8][C:33]1[CH:32]=[CH:31][C:28]([C:29]#[N:30])=[CH:27][C:26]=1[F:25], predict the reactants needed to synthesize it. The reactants are: [Cl:1][C:2]1[CH:7]=[C:6]([OH:8])[CH:5]=[CH:4][C:3]=1[CH:9]([CH3:24])[C:10]([C:16]1[CH:17]=[CH:18][C:19](=[O:23])[N:20]([CH3:22])[CH:21]=1)([OH:15])[C:11]([F:14])([F:13])[F:12].[F:25][C:26]1[CH:27]=[C:28]([CH:31]=[CH:32][C:33]=1F)[C:29]#[N:30].C(=O)([O-])[O-].[Cs+].[Cs+].CCOC(C)=O.